Task: Predict the reaction yield, written as a fraction of the theoretical maximum amount of product (1.0 means a 100% yield; for example, 0.34 means a 34% yield).. Dataset: Reaction yield outcomes from USPTO patents with 853,638 reactions (1) The reactants are O[CH2:2][CH2:3][C:4]1[CH:9]=[CH:8][C:7]([O:10][C:11](=[O:20])[N:12]([CH3:19])[C:13]2[CH:18]=[CH:17][CH:16]=[CH:15][CH:14]=2)=[CH:6][CH:5]=1.[C:21]1(=[O:31])[C:29]2[C:24](=[CH:25][CH:26]=[CH:27][CH:28]=2)[C:23](=[O:30])[NH:22]1. No catalyst specified. The product is [O:31]=[C:21]1[C:29]2[C:24](=[CH:25][CH:26]=[CH:27][CH:28]=2)[C:23](=[O:30])[N:22]1[CH2:2][CH2:3][C:4]1[CH:9]=[CH:8][C:7]([O:10][C:11](=[O:20])[N:12]([CH3:19])[C:13]2[CH:18]=[CH:17][CH:16]=[CH:15][CH:14]=2)=[CH:6][CH:5]=1. The yield is 0.390. (2) The reactants are [CH3:1][Mg]Br.[CH3:4][O:5][C:6]1[CH:11]=[CH:10][CH:9]=[CH:8][C:7]=1[CH2:12][C:13](=[O:15])[CH3:14].[Cl-].[NH4+]. The catalyst is C1(C)C=CC=CC=1.C1COCC1.C(OCC)C. The product is [CH3:4][O:5][C:6]1[CH:11]=[CH:10][CH:9]=[CH:8][C:7]=1[CH2:12][C:13]([CH3:1])([OH:15])[CH3:14]. The yield is 0.510. (3) The reactants are I([O-])(=O)(=O)=O.[Na+].[Cl:7][C:8]1[CH:13]=[CH:12][C:11]([C:14]2[O:15][C:16]3[CH:26]=[C:25]([N:27]([C:32]4[CH:37]=[CH:36][C:35]([B:38]5[O:42]C(C)(C)C(C)(C)[O:39]5)=[C:34]([F:47])[CH:33]=4)[S:28]([CH3:31])(=[O:30])=[O:29])[C:24]([CH:48]4[CH2:50][CH2:49]4)=[CH:23][C:17]=3[C:18]=2[C:19]([NH:21][CH3:22])=[O:20])=[CH:10][CH:9]=1.Cl.CCOC(C)=O. The catalyst is C1COCC1.O. The product is [Cl:7][C:8]1[CH:13]=[CH:12][C:11]([C:14]2[O:15][C:16]3[CH:26]=[C:25]([N:27]([C:32]4[CH:37]=[CH:36][C:35]([B:38]([OH:39])[OH:42])=[C:34]([F:47])[CH:33]=4)[S:28]([CH3:31])(=[O:30])=[O:29])[C:24]([CH:48]4[CH2:49][CH2:50]4)=[CH:23][C:17]=3[C:18]=2[C:19](=[O:20])[NH:21][CH3:22])=[CH:10][CH:9]=1. The yield is 0.560. (4) The reactants are [C:1]([C:3]1([C:9]2[CH:10]=[C:11]([CH:15]=[CH:16][CH:17]=2)[C:12]([OH:14])=O)[CH2:8][CH2:7][CH2:6][CH2:5][CH2:4]1)#[N:2].C(Cl)(=O)C(Cl)=O.O1CCCC1.[NH2:29][C:30]1[CH:31]=[C:32]([CH:49]=[CH:50][CH:51]=1)[O:33][C:34]1[CH:35]=[CH:36][C:37]2[N:38]([CH:40]=[C:41]([NH:43][C:44]([CH:46]3[CH2:48][CH2:47]3)=[O:45])[N:42]=2)[N:39]=1. The catalyst is CN(C)C=O.CN1CCCC1=O. The product is [C:1]([C:3]1([C:9]2[CH:10]=[C:11]([CH:15]=[CH:16][CH:17]=2)[C:12]([NH:29][C:30]2[CH:51]=[CH:50][CH:49]=[C:32]([O:33][C:34]3[CH:35]=[CH:36][C:37]4[N:38]([CH:40]=[C:41]([NH:43][C:44]([CH:46]5[CH2:47][CH2:48]5)=[O:45])[N:42]=4)[N:39]=3)[CH:31]=2)=[O:14])[CH2:4][CH2:5][CH2:6][CH2:7][CH2:8]1)#[N:2]. The yield is 0.780.